Predict the reactants needed to synthesize the given product. From a dataset of Full USPTO retrosynthesis dataset with 1.9M reactions from patents (1976-2016). Given the product [OH:1][C@H:2]1[C:11](=[O:12])[C:10]2[CH:9]=[CH:8][C:7]3[NH:13][C:14]([CH3:16])=[N:15][C:6]=3[C:5]=2[NH:4][C@@H:3]1[C:17]1[CH:18]=[CH:19][CH:20]=[CH:21][CH:22]=1, predict the reactants needed to synthesize it. The reactants are: [OH:1][C@H:2]1[C:11](=[O:12])[C:10]2[CH2:9][CH2:8][C:7]3[NH:13][C:14]([CH3:16])=[N:15][C:6]=3[C:5]=2[NH:4][C@@H:3]1[C:17]1[CH:22]=[CH:21][CH:20]=[CH:19][CH:18]=1.